From a dataset of Forward reaction prediction with 1.9M reactions from USPTO patents (1976-2016). Predict the product of the given reaction. Given the reactants [CH2:1]([O:8][CH2:9][N:10]1[C:14]2[CH:15]=[CH:16][CH:17]=[CH:18][C:13]=2[N:12]=[C:11]1[C:19]([C:21]1[S:22][CH:23]=[CH:24][C:25]=1Br)=[O:20])[C:2]1[CH:7]=[CH:6][CH:5]=[CH:4][CH:3]=1.[C:27](=[N:40][NH2:41])([C:34]1[CH:39]=[CH:38][CH:37]=[CH:36][CH:35]=1)[C:28]1[CH:33]=[CH:32][CH:31]=[CH:30][CH:29]=1.C(=O)([O-])[O-].[Cs+].[Cs+].C1(C)C=CC=CC=1, predict the reaction product. The product is: [C:27](=[N:40][NH:41][C:25]1[CH:24]=[CH:23][S:22][C:21]=1[C:19]([C:11]1[N:10]([CH2:9][O:8][CH2:1][C:2]2[CH:7]=[CH:6][CH:5]=[CH:4][CH:3]=2)[C:14]2[CH:15]=[CH:16][CH:17]=[CH:18][C:13]=2[N:12]=1)=[O:20])([C:34]1[CH:35]=[CH:36][CH:37]=[CH:38][CH:39]=1)[C:28]1[CH:33]=[CH:32][CH:31]=[CH:30][CH:29]=1.